Dataset: Reaction yield outcomes from USPTO patents with 853,638 reactions. Task: Predict the reaction yield, written as a fraction of the theoretical maximum amount of product (1.0 means a 100% yield; for example, 0.34 means a 34% yield). (1) The reactants are [Br:1][C:2]1[CH:3]=[C:4]2[C:9](=[CH:10][C:11]=1[O:12][CH3:13])[O:8][C:7](=[O:14])[C:6]([C:15]1[CH:20]=[CH:19][C:18]([C:21]([F:24])([F:23])[F:22])=[CH:17][CH:16]=1)=[C:5]2[CH2:25][C:26]1[CH:31]=[CH:30][C:29]([OH:32])=[CH:28][CH:27]=1.C1(P(C2C=CC=CC=2)C2C=CC=CC=2)C=CC=CC=1.O[CH2:53][CH2:54][N:55]1[CH2:59][CH2:58][CH2:57][CH2:56]1.N(C(OC(C)C)=O)=NC(OC(C)C)=O. The catalyst is C1COCC1.O. The product is [Br:1][C:2]1[CH:3]=[C:4]2[C:9](=[CH:10][C:11]=1[O:12][CH3:13])[O:8][C:7](=[O:14])[C:6]([C:15]1[CH:16]=[CH:17][C:18]([C:21]([F:23])([F:22])[F:24])=[CH:19][CH:20]=1)=[C:5]2[CH2:25][C:26]1[CH:27]=[CH:28][C:29]([O:32][CH2:53][CH2:54][N:55]2[CH2:59][CH2:58][CH2:57][CH2:56]2)=[CH:30][CH:31]=1. The yield is 0.530. (2) The reactants are [NH2:1][C:2]1[N:10]=[C:9]([F:11])[N:8]=[C:7]2[C:3]=1[N:4]=[C:5]([CH2:22][C:23]1[C:31]([I:32])=[CH:30][C:26]3[O:27][CH2:28][O:29][C:25]=3[CH:24]=1)[N:6]2[CH2:12][CH2:13][N:14]([CH:19]([CH3:21])[CH3:20])[CH2:15][CH2:16][CH2:17][OH:18].Cl[S:34]([NH2:37])(=[O:36])=[O:35].C([O-])([O-])=O.[Ca+2]. The yield is 0.490. The catalyst is CN(C=O)C. The product is [NH2:1][C:2]1[N:10]=[C:9]([F:11])[N:8]=[C:7]2[C:3]=1[N:4]=[C:5]([CH2:22][C:23]1[C:31]([I:32])=[CH:30][C:26]3[O:27][CH2:28][O:29][C:25]=3[CH:24]=1)[N:6]2[CH2:12][CH2:13][N:14]([CH:19]([CH3:21])[CH3:20])[CH2:15][CH2:16][CH2:17][O:18][S:34](=[O:36])(=[O:35])[NH2:37]. (3) The reactants are [C:1]([C:5]1[CH:10]=[CH:9][C:8]([NH:11][C:12]([NH:14][CH2:15][CH2:16][CH2:17][N:18]([CH2:22][C@@H:23]2[C@@H:30]3[C@@H:26]([O:27]C(C)(C)[O:29]3)[C@H:25]([N:33]3[C:37]4[N:38]=[CH:39][N:40]=[C:41]([NH:42]CC5C=CC(OC)=CC=5OC)[C:36]=4[CH:35]=[CH:34]3)[O:24]2)[CH:19]([CH3:21])[CH3:20])=[O:13])=[CH:7][CH:6]=1)([CH3:4])([CH3:3])[CH3:2]. The catalyst is FC(F)(F)C(O)=O.O. The product is [NH2:42][C:41]1[C:36]2[CH:35]=[CH:34][N:33]([C@@H:25]3[O:24][C@H:23]([CH2:22][N:18]([CH:19]([CH3:20])[CH3:21])[CH2:17][CH2:16][CH2:15][NH:14][C:12]([NH:11][C:8]4[CH:7]=[CH:6][C:5]([C:1]([CH3:3])([CH3:2])[CH3:4])=[CH:10][CH:9]=4)=[O:13])[C@@H:30]([OH:29])[C@H:26]3[OH:27])[C:37]=2[N:38]=[CH:39][N:40]=1. The yield is 0.460. (4) The reactants are [Cl:1][C:2]1[C:11]2[C:6](=[CH:7][CH:8]=[CH:9][CH:10]=2)[C:5]([OH:12])=[C:4]([C:13]([OH:15])=O)[CH:3]=1.Cl.[C:17]([O:21][C:22](=[O:27])[C:23]([NH2:26])([CH3:25])[CH3:24])([CH3:20])([CH3:19])[CH3:18].CN(C(ON1N=NC2C=CC=NC1=2)=[N+](C)C)C.F[P-](F)(F)(F)(F)F.CCN(C(C)C)C(C)C. The catalyst is CN(C)C=O.O. The product is [C:17]([O:21][C:22](=[O:27])[C:23]([NH:26][C:13]([C:4]1[CH:3]=[C:2]([Cl:1])[C:11]2[C:6](=[CH:7][CH:8]=[CH:9][CH:10]=2)[C:5]=1[OH:12])=[O:15])([CH3:25])[CH3:24])([CH3:20])([CH3:18])[CH3:19]. The yield is 0.280. (5) The reactants are C([O:8][C:9]1[CH:18]=[C:17]2[C:12]([C:13]([N:20]3[CH2:24][CH2:23][CH2:22][CH2:21]3)=[CH:14][C:15]([CH3:19])=[N:16]2)=[CH:11][CH:10]=1)C1C=CC=CC=1. The catalyst is CO.[Pd]. The product is [CH3:19][C:15]1[CH:14]=[C:13]([N:20]2[CH2:24][CH2:23][CH2:22][CH2:21]2)[C:12]2[C:17](=[CH:18][C:9]([OH:8])=[CH:10][CH:11]=2)[N:16]=1. The yield is 0.962.